Predict which catalyst facilitates the given reaction. From a dataset of Catalyst prediction with 721,799 reactions and 888 catalyst types from USPTO. (1) Reactant: [Br:1][C:2]1[C:12]2[C:13]3[C:5]([CH2:6][CH2:7][C:8]=3[CH:9]=[CH:10][CH:11]=2)=[CH:4][CH:3]=1.ClC1C(=O)C(C#N)=C(C#N)C(=O)C=1Cl. Product: [Br:1][C:2]1[C:12]2[C:13]3[C:5]([CH:6]=[CH:7][C:8]=3[CH:9]=[CH:10][CH:11]=2)=[CH:4][CH:3]=1. The catalyst class is: 48. (2) Reactant: [C:1]12([O:11][CH2:12][CH2:13][O:14][CH2:15][CH2:16][O:17][CH2:18][CH2:19][O:20][CH2:21][CH2:22][O:23][CH2:24][CH2:25][N:26]=[N+]=[N-])[CH2:10][CH:5]3[CH2:6][CH:7]([CH2:9][CH:3]([CH2:4]3)[CH2:2]1)[CH2:8]2.C1(P(C2C=CC=CC=2)C2C=CC=CC=2)C=CC=CC=1.O. Product: [C:1]12([O:11][CH2:12][CH2:13][O:14][CH2:15][CH2:16][O:17][CH2:18][CH2:19][O:20][CH2:21][CH2:22][O:23][CH2:24][CH2:25][NH2:26])[CH2:10][CH:5]3[CH2:4][CH:3]([CH2:9][CH:7]([CH2:6]3)[CH2:8]1)[CH2:2]2. The catalyst class is: 49. (3) Reactant: Br[C:2]1[CH:7]=[C:6]([CH3:8])[C:5]([CH3:9])=[CH:4][C:3]=1[N+:10]([O-:12])=[O:11].[CH2:13]([NH2:19])[CH2:14][CH2:15][CH2:16][CH2:17][CH3:18]. Product: [CH2:13]([NH:19][C:2]1[CH:7]=[C:6]([CH3:8])[C:5]([CH3:9])=[CH:4][C:3]=1[N+:10]([O-:12])=[O:11])[CH2:14][CH2:15][CH2:16][CH2:17][CH3:18]. The catalyst class is: 2. (4) Reactant: CS[C:3]1[N:7]=[C:6]([CH:8]2[CH2:13][CH2:12][CH2:11][CH2:10][CH2:9]2)[S:5][N:4]=1.Cl[C:15]1C=C(C=CC=1)C(OO)=O.[S:25]([O-:28])(O)=[O:26].[Na+]. Product: [CH3:15][S:25]([C:3]1[N:7]=[C:6]([CH:8]2[CH2:9][CH2:10][CH2:11][CH2:12][CH2:13]2)[S:5][N:4]=1)(=[O:28])=[O:26]. The catalyst class is: 22.